Dataset: Catalyst prediction with 721,799 reactions and 888 catalyst types from USPTO. Task: Predict which catalyst facilitates the given reaction. Reactant: [CH2:1]([O:8][C:9]1[CH:14]=[CH:13][C:12]([CH2:15][C:16](O)=[O:17])=[C:11]([CH3:19])[CH:10]=1)[C:2]1[CH:7]=[CH:6][CH:5]=[CH:4][CH:3]=1.[CH3:20][NH:21][CH3:22].CCN(C(C)C)C(C)C.CN(C(ON1N=NC2C=CC=NC1=2)=[N+](C)C)C.F[P-](F)(F)(F)(F)F. Product: [CH2:1]([O:8][C:9]1[CH:14]=[CH:13][C:12]([CH2:15][C:16]([N:21]([CH3:22])[CH3:20])=[O:17])=[C:11]([CH3:19])[CH:10]=1)[C:2]1[CH:7]=[CH:6][CH:5]=[CH:4][CH:3]=1. The catalyst class is: 3.